Dataset: Tyrosyl-DNA phosphodiesterase HTS with 341,365 compounds. Task: Binary Classification. Given a drug SMILES string, predict its activity (active/inactive) in a high-throughput screening assay against a specified biological target. The drug is Clc1cc(N2C(=O)C(/NC2=O)=C\c2c(OCc3ccc(cc3)C(O)=O)cccc2)ccc1. The result is 1 (active).